From a dataset of Full USPTO retrosynthesis dataset with 1.9M reactions from patents (1976-2016). Predict the reactants needed to synthesize the given product. (1) Given the product [I:26][C:22]1[CH:21]=[C:20]([C:5]2[N:4]=[CH:3][N:2]([CH3:1])[C:6]=2[C:7]2[S:19][C:10]3[N:11]=[CH:12][N:13]=[C:14]([S:15]([CH3:18])(=[O:17])=[O:16])[C:9]=3[CH:8]=2)[CH:25]=[CH:24][CH:23]=1, predict the reactants needed to synthesize it. The reactants are: [CH3:1][N:2]1[C:6]([C:7]2[S:19][C:10]3[N:11]=[CH:12][N:13]=[C:14]([S:15]([CH3:18])(=[O:17])=[O:16])[C:9]=3[CH:8]=2)=[C:5]([C:20]2[CH:25]=[CH:24][CH:23]=[CH:22][CH:21]=2)[N:4]=[CH:3]1.[I:26]C1C=C(C2N=CN(C)C=2C2SC3N=CN=C(SC)C=3C=2)C=CC=1. (2) Given the product [CH3:1][CH:2]1[CH2:7][CH2:6][N:5]([C:8](=[O:10])[CH2:29][C:27]#[N:28])[CH2:4][CH:3]1[C:15]1[N:16]=[N:17][N:18]2[C:23]=1[C:22]1[CH:24]=[CH:25][NH:26][C:21]=1[N:20]=[CH:19]2, predict the reactants needed to synthesize it. The reactants are: [CH3:1][CH:2]1[CH2:7][CH2:6][N:5]([C:8]([O:10]C(C)(C)C)=O)[CH2:4][CH:3]1[C:15]1[N:16]=[N:17][N:18]2[C:23]=1[C:22]1[CH:24]=[CH:25][NH:26][C:21]=1[N:20]=[CH:19]2.[C:27]([CH2:29]C(O)=O)#[N:28].O. (3) Given the product [Cl:1][C:2]1[CH:7]=[CH:6][C:5]([CH:8]([C:19]2[C:27]3[C:22](=[C:23]([CH2:28][S:29][CH3:30])[CH:24]=[CH:25][CH:26]=3)[NH:21][CH:20]=2)[CH2:9][C:10]([O:11][CH2:12][CH3:16])=[O:18])=[CH:4][C:3]=1[F:31], predict the reactants needed to synthesize it. The reactants are: [Cl:1][C:2]1[CH:7]=[CH:6][C:5]([CH:8]([C:19]2[C:27]3[C:22](=[C:23]([CH2:28][S:29][CH3:30])[CH:24]=[CH:25][CH:26]=3)[NH:21][CH:20]=2)[CH:9]2C(=O)O[C:12](C)([CH3:16])[O:11][C:10]2=[O:18])=[CH:4][C:3]=1[F:31]. (4) The reactants are: Cl[C:2]1[CH:3]=[CH:4][CH:5]=[C:6]2[C:11]=1[C:10](=[O:12])[N:9]([C:13]1[CH:18]=[CH:17][CH:16]=[CH:15][CH:14]=1)[C:8]([C@@H:19]([NH:21][C:22]1[N:27]3[N:28]=[CH:29][CH:30]=[C:26]3[N:25]=[CH:24][CH:23]=1)[CH3:20])=[CH:7]2.[CH3:31][N:32]1[CH:36]=[C:35](B2OC(C)(C)C(C)(C)O2)[CH:34]=[N:33]1.C([O-])([O-])=O.[Na+].[Na+]. Given the product [CH3:31][N:32]1[CH:36]=[C:35]([C:2]2[CH:3]=[CH:4][CH:5]=[C:6]3[C:11]=2[C:10](=[O:12])[N:9]([C:13]2[CH:18]=[CH:17][CH:16]=[CH:15][CH:14]=2)[C:8]([C@@H:19]([NH:21][C:22]2[N:27]4[N:28]=[CH:29][CH:30]=[C:26]4[N:25]=[CH:24][CH:23]=2)[CH3:20])=[CH:7]3)[CH:34]=[N:33]1, predict the reactants needed to synthesize it. (5) Given the product [CH3:1][O:2][NH:3][CH2:4][C:5]1[CH:6]=[CH:7][C:8]([C:11]([F:12])([F:13])[F:14])=[CH:9][CH:10]=1, predict the reactants needed to synthesize it. The reactants are: [CH3:1][O:2][N:3]=[CH:4][C:5]1[CH:10]=[CH:9][C:8]([C:11]([F:14])([F:13])[F:12])=[CH:7][CH:6]=1.C([BH3-])#N.[Na+]. (6) The reactants are: [CH3:1][O:2][C:3]1[CH:8]=[CH:7][N:6]([CH:9]([CH:14]([CH3:16])[CH3:15])[C:10]([F:13])([F:12])[F:11])[C:5](=[O:17])[C:4]=1[C:18]#[N:19].[Br:20]N1C(=O)CCC1=O.C(=O)([O-])O.[Na+]. Given the product [Br:20][C:8]1[C:3]([O:2][CH3:1])=[C:4]([C:18]#[N:19])[C:5](=[O:17])[N:6]([CH:9]([CH:14]([CH3:16])[CH3:15])[C:10]([F:13])([F:11])[F:12])[CH:7]=1, predict the reactants needed to synthesize it. (7) Given the product [Cl:1][C:2]1[CH:3]=[C:4]2[C:12](=[O:13])[C:11]3[CH:14]=[C:15]([I:19])[CH:16]=[CH:17][C:10]=3[CH:9]=[CH:8][C:5]2=[N:6][CH:7]=1, predict the reactants needed to synthesize it. The reactants are: [Cl:1][C:2]1[CH:3]=[C:4]2[C:12](=[O:13])[C:11]3[CH:14]=[C:15](Br)[CH:16]=[CH:17][C:10]=3[CH:9]=[CH:8][C:5]2=[N:6][CH:7]=1.[I-:19].[Na+].